This data is from CYP2C9 inhibition data for predicting drug metabolism from PubChem BioAssay. The task is: Regression/Classification. Given a drug SMILES string, predict its absorption, distribution, metabolism, or excretion properties. Task type varies by dataset: regression for continuous measurements (e.g., permeability, clearance, half-life) or binary classification for categorical outcomes (e.g., BBB penetration, CYP inhibition). Dataset: cyp2c9_veith. (1) The molecule is COC(=O)N1CCC2(CC1)CN(c1cccc(-c3ccccc3)c1)C2. The result is 0 (non-inhibitor). (2) The compound is O=C(O)[C@@H]1CCCN1. The result is 0 (non-inhibitor). (3) The molecule is N#Cc1ccc(CN2CC[C@@]3(CCCN(S(=O)(=O)c4ccccc4)C3)C2)cc1. The result is 0 (non-inhibitor). (4) The molecule is CCOC(=O)C(NC(C)=O)C(OC(C)=O)c1cccc(N(CCO)CCO)c1. The result is 0 (non-inhibitor). (5) The drug is COC(=O)N1CCC2(CCCN(C(c3ccccc3)c3ccccc3)C2)CC1. The result is 1 (inhibitor). (6) The drug is c1ccc2[nH]c(NC3=NCCC3)nc2c1. The result is 0 (non-inhibitor).